This data is from NCI-60 drug combinations with 297,098 pairs across 59 cell lines. The task is: Regression. Given two drug SMILES strings and cell line genomic features, predict the synergy score measuring deviation from expected non-interaction effect. (1) Drug 1: CC=C1C(=O)NC(C(=O)OC2CC(=O)NC(C(=O)NC(CSSCCC=C2)C(=O)N1)C(C)C)C(C)C. Drug 2: C1CC(=O)NC(=O)C1N2C(=O)C3=CC=CC=C3C2=O. Cell line: SK-MEL-28. Synergy scores: CSS=30.8, Synergy_ZIP=-0.740, Synergy_Bliss=-5.37, Synergy_Loewe=-45.6, Synergy_HSA=-4.23. (2) Drug 1: C1=CN(C(=O)N=C1N)C2C(C(C(O2)CO)O)O.Cl. Drug 2: COCCOC1=C(C=C2C(=C1)C(=NC=N2)NC3=CC=CC(=C3)C#C)OCCOC.Cl. Cell line: OVCAR3. Synergy scores: CSS=31.7, Synergy_ZIP=4.96, Synergy_Bliss=4.46, Synergy_Loewe=0.346, Synergy_HSA=6.82. (3) Drug 1: C1=CC(=CC=C1C#N)C(C2=CC=C(C=C2)C#N)N3C=NC=N3. Drug 2: CC1=C2C(C(=O)C3(C(CC4C(C3C(C(C2(C)C)(CC1OC(=O)C(C(C5=CC=CC=C5)NC(=O)C6=CC=CC=C6)O)O)OC(=O)C7=CC=CC=C7)(CO4)OC(=O)C)O)C)OC(=O)C. Cell line: MOLT-4. Synergy scores: CSS=0.0290, Synergy_ZIP=5.33, Synergy_Bliss=2.87, Synergy_Loewe=-38.3, Synergy_HSA=-7.01. (4) Drug 1: C1C(C(OC1N2C=NC3=C(N=C(N=C32)Cl)N)CO)O. Drug 2: C1CC(=O)NC(=O)C1N2C(=O)C3=CC=CC=C3C2=O. Cell line: SK-MEL-28. Synergy scores: CSS=21.2, Synergy_ZIP=-5.94, Synergy_Bliss=-0.389, Synergy_Loewe=-36.7, Synergy_HSA=-0.502. (5) Drug 1: C1=CC(=CC=C1CCCC(=O)O)N(CCCl)CCCl. Drug 2: CNC(=O)C1=NC=CC(=C1)OC2=CC=C(C=C2)NC(=O)NC3=CC(=C(C=C3)Cl)C(F)(F)F. Cell line: UO-31. Synergy scores: CSS=22.4, Synergy_ZIP=-14.9, Synergy_Bliss=-17.0, Synergy_Loewe=-18.2, Synergy_HSA=-17.7. (6) Drug 1: C1=NC(=NC(=O)N1C2C(C(C(O2)CO)O)O)N. Drug 2: C1=CC=C(C=C1)NC(=O)CCCCCCC(=O)NO. Cell line: MDA-MB-435. Synergy scores: CSS=34.9, Synergy_ZIP=-3.80, Synergy_Bliss=0.612, Synergy_Loewe=-2.46, Synergy_HSA=-1.92.